Dataset: Catalyst prediction with 721,799 reactions and 888 catalyst types from USPTO. Task: Predict which catalyst facilitates the given reaction. (1) Reactant: [CH3:1][O:2][C:3]1[CH:4]=[C:5]2[C:10](=[CH:11][C:12]=1[O:13][CH2:14][CH2:15][CH2:16][N:17]1[CH2:22][CH2:21][O:20][CH2:19][CH2:18]1)[N:9]=[CH:8][N:7]=[C:6]2[O:23]C1C=CC=CC=1. Product: [CH3:1][O:2][C:3]1[CH:4]=[C:5]2[C:10](=[CH:11][C:12]=1[O:13][CH2:14][CH2:15][CH2:16][N:17]1[CH2:22][CH2:21][O:20][CH2:19][CH2:18]1)[N:9]=[CH:8][NH:7][C:6]2=[O:23]. The catalyst class is: 33. (2) Reactant: Cl[C:2]1[CH:7]=[C:6]([O:8][C:9]2[C:15]([F:16])=[CH:14][C:12]([NH2:13])=[C:11]([F:17])[CH:10]=2)[CH:5]=[CH:4][N:3]=1.[CH3:18][N:19]1[CH:23]=[C:22](B2OC(C)(C)C(C)(C)O2)[CH:21]=[N:20]1.P([O-])([O-])([O-])=O.[K+].[K+].[K+]. Product: [F:17][C:11]1[CH:10]=[C:9]([O:8][C:6]2[CH:5]=[CH:4][N:3]=[C:2]([C:22]3[CH:21]=[N:20][N:19]([CH3:18])[CH:23]=3)[CH:7]=2)[C:15]([F:16])=[CH:14][C:12]=1[NH2:13]. The catalyst class is: 427. (3) Reactant: [C:1]([NH:5][C:6]([C:8]1[CH:12]=[C:11]([C:13]2[CH:18]=[CH:17][C:16]([C:19]#[N:20])=[CH:15][N:14]=2)[N:10]([C:21]2[CH:26]=[CH:25][CH:24]=[CH:23][CH:22]=2)[N:9]=1)=[O:7])([CH3:4])([CH3:3])[CH3:2].N. Product: [C:1]([NH:5][C:6]([C:8]1[CH:12]=[C:11]([C:13]2[CH:18]=[CH:17][C:16]([CH2:19][NH2:20])=[CH:15][N:14]=2)[N:10]([C:21]2[CH:26]=[CH:25][CH:24]=[CH:23][CH:22]=2)[N:9]=1)=[O:7])([CH3:4])([CH3:2])[CH3:3]. The catalyst class is: 8. (4) Reactant: [Si:1]([O:8][CH2:9][CH2:10][C@H:11]([OH:16])[C:12]([O:14][CH3:15])=[O:13])([C:4]([CH3:7])([CH3:6])[CH3:5])([CH3:3])[CH3:2].C(N(CC)CC)C.[CH3:24][S:25](Cl)(=[O:27])=[O:26]. Product: [CH3:15][O:14][C:12](=[O:13])[C@@H:11]([O:16][S:25]([CH3:24])(=[O:27])=[O:26])[CH2:10][CH2:9][O:8][Si:1]([C:4]([CH3:5])([CH3:7])[CH3:6])([CH3:3])[CH3:2]. The catalyst class is: 2. (5) Reactant: [C:1]([NH:5][C:6]([C:8]1[C:9]([C:21]2[S:22][CH:23]=[C:24]([C:26]3[CH:31]=[CH:30][CH:29]=[CH:28][CH:27]=3)[N:25]=2)=[N:10][N:11](COCC[Si](C)(C)C)[CH:12]=1)=[O:7])([CH3:4])([CH3:3])[CH3:2].FC(F)(F)C(O)=O.CO.[OH-].[NH4+]. Product: [C:1]([NH:5][C:6]([C:8]1[C:9]([C:21]2[S:22][CH:23]=[C:24]([C:26]3[CH:31]=[CH:30][CH:29]=[CH:28][CH:27]=3)[N:25]=2)=[N:10][NH:11][CH:12]=1)=[O:7])([CH3:4])([CH3:2])[CH3:3]. The catalyst class is: 4. (6) Reactant: [CH:1]1([OH:11])[C:10]2[C:5](=[CH:6][CH:7]=[CH:8][CH:9]=2)[CH2:4][CH2:3][CH2:2]1.C1(P(C2C=CC=CC=2)C2C=CC=CC=2)C=CC=CC=1.[CH3:31][C:32]1[N:36]([CH2:37][C:38]([N:40]2[CH2:45][CH2:44][CH:43]([C:46]3[S:47][CH:48]=[C:49]([C:51](O)=[O:52])[N:50]=3)[CH2:42][CH2:41]2)=[O:39])[N:35]=[C:34]([C:54]([F:57])([F:56])[F:55])[CH:33]=1. Product: [CH3:31][C:32]1[N:36]([CH2:37][C:38]([N:40]2[CH2:41][CH2:42][CH:43]([C:46]3[S:47][CH:48]=[C:49]([C:51]([O:11][CH:1]4[C:10]5[C:5](=[CH:6][CH:7]=[CH:8][CH:9]=5)[CH2:4][CH2:3][CH2:2]4)=[O:52])[N:50]=3)[CH2:44][CH2:45]2)=[O:39])[N:35]=[C:34]([C:54]([F:57])([F:55])[F:56])[CH:33]=1. The catalyst class is: 7. (7) Reactant: [F:1][C:2]1[CH:10]=[CH:9][CH:8]=[C:7]2[C:3]=1[CH:4]=[N:5][NH:6]2.[I:11]I.[OH-].[K+]. Product: [F:1][C:2]1[CH:10]=[CH:9][CH:8]=[C:7]2[C:3]=1[C:4]([I:11])=[N:5][NH:6]2. The catalyst class is: 3.